From a dataset of Catalyst prediction with 721,799 reactions and 888 catalyst types from USPTO. Predict which catalyst facilitates the given reaction. (1) Reactant: [CH2:1]([NH2:3])[CH3:2].C(#N)C.[Cl:7][C:8]1[CH:9]=[C:10]([C:15]2([C:32]([F:35])([F:34])[F:33])[CH2:19][CH2:18][N:17]([C:20]3[S:21][C:22]4[C:28]([C:29](Cl)=[O:30])=[CH:27][CH:26]=[CH:25][C:23]=4[N:24]=3)[CH2:16]2)[CH:11]=[C:12]([Cl:14])[CH:13]=1. Product: [Cl:14][C:12]1[CH:11]=[C:10]([C:15]2([C:32]([F:33])([F:35])[F:34])[CH2:19][CH2:18][N:17]([C:20]3[S:21][C:22]4[C:28]([C:29]([NH:3][CH2:1][CH3:2])=[O:30])=[CH:27][CH:26]=[CH:25][C:23]=4[N:24]=3)[CH2:16]2)[CH:9]=[C:8]([Cl:7])[CH:13]=1. The catalyst class is: 7. (2) Reactant: [C:1]1([CH3:19])[CH:6]=[CH:5][C:4]([S:7]([N:10]2[CH2:15][CH2:14][S:13][CH2:12][C@H:11]2[C:16]([OH:18])=O)(=[O:9])=[O:8])=[CH:3][CH:2]=1.C1(C)C=CC(S(O)(=O)=O)=CC=1.[CH2:31]([O:38][C:39](=[O:46])[C@H:40]([CH2:42][CH:43]([CH3:45])[CH3:44])[NH2:41])[C:32]1[CH:37]=[CH:36][CH:35]=[CH:34][CH:33]=1.C1CCC(N=C=NC2CCCCC2)CC1. Product: [CH2:31]([O:38][C:39](=[O:46])[CH:40]([NH:41][C:16]([C@@H:11]1[CH2:12][S:13][CH2:14][CH2:15][N:10]1[S:7]([C:4]1[CH:3]=[CH:2][C:1]([CH3:19])=[CH:6][CH:5]=1)(=[O:8])=[O:9])=[O:18])[CH2:42][CH:43]([CH3:44])[CH3:45])[C:32]1[CH:37]=[CH:36][CH:35]=[CH:34][CH:33]=1. The catalyst class is: 79. (3) Reactant: [CH3:1][C:2]1[C:10]2[N:9]=[C:8]([C@@H:11]3[CH2:15][CH2:14][CH2:13][O:12]3)[NH:7][C:6]=2[CH:5]=[C:4]([OH:16])[CH:3]=1.[Cl:17][C:18]1[CH:23]=[C:22](Cl)[N:21]=[CH:20][N:19]=1.C(=O)([O-])[O-].[K+].[K+]. Product: [Cl:17][C:18]1[N:19]=[CH:20][N:21]=[C:22]([O:16][C:4]2[CH:3]=[C:2]([CH3:1])[C:10]3[N:9]=[C:8]([C@@H:11]4[CH2:15][CH2:14][CH2:13][O:12]4)[NH:7][C:6]=3[CH:5]=2)[CH:23]=1. The catalyst class is: 3. (4) Reactant: [CH2:1]([C:4]1([C:19]2[CH:24]=[CH:23][C:22]([F:25])=[CH:21][CH:20]=2)[O:8][C:7](=[O:9])[N:6]([C@H:10]([C:12]2[CH:17]=[CH:16][C:15]([Br:18])=[CH:14][CH:13]=2)[CH3:11])[CH2:5]1)[CH:2]=[CH2:3].[OH-:26].[Na+].OO. Product: [Br:18][C:15]1[CH:16]=[CH:17][C:12]([C@@H:10]([N:6]2[CH2:5][C:4]([C:19]3[CH:20]=[CH:21][C:22]([F:25])=[CH:23][CH:24]=3)([CH2:1][CH2:2][CH2:3][OH:26])[O:8][C:7]2=[O:9])[CH3:11])=[CH:13][CH:14]=1.[CH2:1]([C:4]1([C:19]2[CH:20]=[CH:21][C:22]([F:25])=[CH:23][CH:24]=2)[O:8][C:7](=[O:9])[N:6]([C@H:10]([C:12]2[CH:17]=[CH:16][C:15]([Br:18])=[CH:14][CH:13]=2)[CH3:11])[CH2:5]1)[CH:2]=[CH2:3]. The catalyst class is: 1. (5) Reactant: Cl[C:2]1[CH:7]=[C:6](Cl)[N:5]=[CH:4][N:3]=1.Cl.[F:10][C:11]1[CH:16]=[CH:15][CH:14]=[CH:13][C:12]=1[CH:17]1[CH2:22][CH2:21][NH:20][CH2:19][CH2:18]1.C(=O)([O-])[O-].[K+].[K+].[NH2:29][NH2:30]. Product: [F:10][C:11]1[CH:16]=[CH:15][CH:14]=[CH:13][C:12]=1[CH:17]1[CH2:18][CH2:19][N:20]([C:2]2[CH:7]=[C:6]([NH:29][NH2:30])[N:5]=[CH:4][N:3]=2)[CH2:21][CH2:22]1. The catalyst class is: 38.